This data is from Full USPTO retrosynthesis dataset with 1.9M reactions from patents (1976-2016). The task is: Predict the reactants needed to synthesize the given product. (1) Given the product [CH2:18]([O:17][C:14]1[CH:13]=[CH:12][C:11]([CH2:10][CH2:9][C:8]([CH:26]2[CH2:30][CH2:29][CH2:28][CH2:27]2)=[O:25])=[CH:16][CH:15]=1)[C:19]1[CH:20]=[CH:21][CH:22]=[CH:23][CH:24]=1, predict the reactants needed to synthesize it. The reactants are: N1C=CC=CC=1S[C:8](=[O:25])[CH2:9][CH2:10][C:11]1[CH:16]=[CH:15][C:14]([O:17][CH2:18][C:19]2[CH:24]=[CH:23][CH:22]=[CH:21][CH:20]=2)=[CH:13][CH:12]=1.[CH:26]1([Mg]Br)[CH2:30][CH2:29][CH2:28][CH2:27]1.CCOCC. (2) Given the product [NH2:1][CH2:4][C:5]([N:7]([CH2:14][C:15]1[CH:16]=[CH:17][CH:18]=[CH:19][CH:20]=1)[C@@H:8]([CH:10]1[CH2:11][CH2:12][CH2:13]1)[CH3:9])=[O:6], predict the reactants needed to synthesize it. The reactants are: [N:1]([CH2:4][C:5]([N:7]([CH2:14][C:15]1[CH:20]=[CH:19][CH:18]=[CH:17][CH:16]=1)[C@@H:8]([CH:10]1[CH2:13][CH2:12][CH2:11]1)[CH3:9])=[O:6])=[N+]=[N-].C1C=CC(P(C2C=CC=CC=2)C2C=CC=CC=2)=CC=1. (3) Given the product [CH:1]1([CH2:4][O:5][C:6]2[CH:25]=[CH:24][C:9]3[N:10]=[C:11]([C@H:13]4[CH2:18][CH2:17][C@H:16]([O:19][CH2:20][CH:21]([NH:23][C:26](=[O:28])[CH3:27])[CH3:22])[CH2:15][CH2:14]4)[O:12][C:8]=3[CH:7]=2)[CH2:3][CH2:2]1, predict the reactants needed to synthesize it. The reactants are: [CH:1]1([CH2:4][O:5][C:6]2[CH:25]=[CH:24][C:9]3[N:10]=[C:11]([C@H:13]4[CH2:18][CH2:17][C@H:16]([O:19][CH2:20][CH:21]([NH2:23])[CH3:22])[CH2:15][CH2:14]4)[O:12][C:8]=3[CH:7]=2)[CH2:3][CH2:2]1.[C:26](OC(=O)C)(=[O:28])[CH3:27]. (4) Given the product [CH:19]([C:22]1[C:34]([N:35]2[CH2:2][CH2:3][N:4]=[C:5]2[C:6]2[CH:11]=[CH:10][CH:9]=[CH:8][CH:7]=2)=[C:33]([CH:36]([CH3:38])[CH3:37])[C:25]2[S:26][C:27]3[CH:32]=[CH:31][CH:30]=[CH:29][C:28]=3[C:24]=2[CH:23]=1)([CH3:21])[CH3:20], predict the reactants needed to synthesize it. The reactants are: Cl[CH2:2][CH2:3][NH:4][C:5](=O)[C:6]1[CH:11]=[CH:10][CH:9]=[CH:8][CH:7]=1.P(Cl)(Cl)(Cl)(Cl)Cl.[CH:19]([C:22]1[C:34]([NH2:35])=[C:33]([CH:36]([CH3:38])[CH3:37])[C:25]2[S:26][C:27]3[CH:32]=[CH:31][CH:30]=[CH:29][C:28]=3[C:24]=2[CH:23]=1)([CH3:21])[CH3:20].